Regression. Given a peptide amino acid sequence and an MHC pseudo amino acid sequence, predict their binding affinity value. This is MHC class II binding data. From a dataset of Peptide-MHC class II binding affinity with 134,281 pairs from IEDB. (1) The peptide sequence is GAGKTRRFLPQILAEHHHHHH. The MHC is DRB1_1101 with pseudo-sequence DRB1_1101. The binding affinity (normalized) is 0.778. (2) The binding affinity (normalized) is 0.402. The peptide sequence is HDKFLANVSTVLTGK. The MHC is DRB1_0404 with pseudo-sequence DRB1_0404.